Dataset: Catalyst prediction with 721,799 reactions and 888 catalyst types from USPTO. Task: Predict which catalyst facilitates the given reaction. (1) Reactant: [O:1]=[C:2]1[CH:11]=[C:10]([C:12]([OH:14])=O)[C:9]2[C:4](=[CH:5][CH:6]=[CH:7][N:8]=2)[NH:3]1.C(N(CC)CC)C.ClC(OCC(C)C)=O.[CH3:30][O:31][CH2:32][CH:33]([C:35]1[CH:40]=[CH:39][C:38]([O:41][C:42]([F:45])([F:44])[F:43])=[CH:37][CH:36]=1)[NH2:34]. Product: [CH3:30][O:31][CH2:32][CH:33]([NH:34][C:12]([C:10]1[C:9]2[C:4](=[CH:5][CH:6]=[CH:7][N:8]=2)[NH:3][C:2](=[O:1])[CH:11]=1)=[O:14])[C:35]1[CH:36]=[CH:37][C:38]([O:41][C:42]([F:43])([F:45])[F:44])=[CH:39][CH:40]=1. The catalyst class is: 7. (2) Reactant: [NH2:1][C:2]1[N:7]=[C:6]([Cl:8])[C:5]([C:9]#[N:10])=[CH:4][CH:3]=1.Cl[C:12]([O:14][CH2:15][CH:16]=[CH2:17])=[O:13].C(N(CC)C(C)C)(C)C. Product: [Cl:8][C:6]1[N:7]=[C:2]([NH:1][C:12](=[O:13])[O:14][CH2:15][CH:16]=[CH2:17])[CH:3]=[CH:4][C:5]=1[C:9]#[N:10]. The catalyst class is: 594. (3) Reactant: [CH3:1][C:2]1([CH3:12])[O:6][C@@H:5]([CH2:7]C(O)=O)[C:4](=[O:11])[O:3]1.C([N:15]([CH2:18]C)CC)C.C1([O:26]P(N=[N+]=[N-])(=O)OC2C=CC=CC=2)C=CC=CC=1.[CH2:39]([OH:46])[C:40]1[CH:45]=[CH:44][CH:43]=[CH:42][CH:41]=1. Product: [CH2:39]([O:46][C:18](=[O:26])[NH:15][CH2:7][C@H:5]1[C:4](=[O:11])[O:3][C:2]([CH3:1])([CH3:12])[O:6]1)[C:40]1[CH:45]=[CH:44][CH:43]=[CH:42][CH:41]=1. The catalyst class is: 11. (4) Product: [Cl:5][C:4]([Cl:7])([Cl:6])[C:3]1[NH:15][C:10]2[CH:9]=[CH:14][CH:13]=[CH:12][C:1]=2[N:2]=1. The catalyst class is: 15. Reactant: [CH3:1][NH:2][C:3](=O)[C:4]([Cl:7])([Cl:6])[Cl:5].[C:9]1(N)[CH:14]=[CH:13][CH:12]=C[C:10]=1[NH2:15].O. (5) Product: [C:23]([O:20][C:15]1[CH:14]=[CH:13][CH:12]=[C:11]2[C:16]=1[C:17](=[O:19])[CH2:18][CH:9]([C:8]1[CH:21]=[CH:22][C:5]([C:1]([CH3:4])([CH3:2])[CH3:3])=[CH:6][CH:7]=1)[O:10]2)(=[O:25])[CH3:24]. The catalyst class is: 17. Reactant: [C:1]([C:5]1[CH:22]=[CH:21][C:8]([CH:9]2[CH2:18][C:17](=[O:19])[C:16]3[C:11](=[CH:12][CH:13]=[CH:14][C:15]=3[OH:20])[O:10]2)=[CH:7][CH:6]=1)([CH3:4])([CH3:3])[CH3:2].[C:23](OC(=O)C)(=[O:25])[CH3:24]. (6) Reactant: [Cl:1][C:2]1[C:3]2[C:10](I)=[CH:9][N:8]([CH2:12][O:13][CH2:14][CH2:15][Si:16]([CH3:19])([CH3:18])[CH3:17])[C:4]=2[N:5]=[CH:6][N:7]=1.[F:20][C:21]1[CH:22]=[CH:23][C:24]([O:28][CH3:29])=[C:25]([SH:27])[CH:26]=1.C(=O)([O-])[O-].[K+].[K+]. Product: [Cl:1][C:2]1[C:3]2[C:10]([S:27][C:25]3[CH:26]=[C:21]([F:20])[CH:22]=[CH:23][C:24]=3[O:28][CH3:29])=[CH:9][N:8]([CH2:12][O:13][CH2:14][CH2:15][Si:16]([CH3:19])([CH3:18])[CH3:17])[C:4]=2[N:5]=[CH:6][N:7]=1. The catalyst class is: 590. (7) Product: [CH2:1]([O:8][C:9]([N:11]1[CH2:16][CH2:15][N:14]([CH2:26][C:25]2[CH:28]=[CH:29][C:22]([O:21][CH3:20])=[CH:23][CH:24]=2)[C:13](=[O:17])[CH2:12]1)=[O:10])[C:2]1[CH:3]=[CH:4][CH:5]=[CH:6][CH:7]=1. The catalyst class is: 1. Reactant: [CH2:1]([O:8][C:9]([N:11]1[CH2:16][CH2:15][NH:14][C:13](=[O:17])[CH2:12]1)=[O:10])[C:2]1[CH:7]=[CH:6][CH:5]=[CH:4][CH:3]=1.[H-].[Na+].[CH3:20][O:21][C:22]1[CH:29]=[CH:28][C:25]([CH2:26]Cl)=[CH:24][CH:23]=1.